Task: Regression. Given a peptide amino acid sequence and an MHC pseudo amino acid sequence, predict their binding affinity value. This is MHC class I binding data.. Dataset: Peptide-MHC class I binding affinity with 185,985 pairs from IEDB/IMGT (1) The peptide sequence is MAMTGLPQA. The MHC is HLA-A24:03 with pseudo-sequence HLA-A24:03. The binding affinity (normalized) is 0.0847. (2) The peptide sequence is IEVKFHPIL. The MHC is HLA-B39:01 with pseudo-sequence HLA-B39:01. The binding affinity (normalized) is 0.356.